This data is from Catalyst prediction with 721,799 reactions and 888 catalyst types from USPTO. The task is: Predict which catalyst facilitates the given reaction. (1) Reactant: [BrH:1].[F:2][C:3]([F:11])([F:10])[C:4]1[S:8][C:7](N)=[N:6][N:5]=1.BrBr.N([O-])=O.[Na+].[OH-].[Na+]. Product: [Br:1][C:7]1[S:8][C:4]([C:3]([F:11])([F:10])[F:2])=[N:5][N:6]=1. The catalyst class is: 6. (2) Reactant: [CH:1]([NH2:4])([CH3:3])[CH3:2].Br[C:6]1[N:10]([C@@H:11]2[CH2:16][CH2:15][C@@H:14]([OH:17])[C@@H:13]([OH:18])[CH2:12]2)[C:9]2[CH:19]=[C:20]([Cl:24])[C:21]([Cl:23])=[CH:22][C:8]=2[N:7]=1.C(=O)([O-])[O-].[Na+].[Na+]. Product: [CH:1]([NH:4][C:6]1[N:10]([C@@H:11]2[CH2:16][CH2:15][C@@H:14]([OH:17])[C@@H:13]([OH:18])[CH2:12]2)[C:9]2[CH:19]=[C:20]([Cl:24])[C:21]([Cl:23])=[CH:22][C:8]=2[N:7]=1)([CH3:3])[CH3:2]. The catalyst class is: 8. (3) Reactant: [NH2:1][C:2]1[CH:3]=[CH:4][C:5]2[CH2:11][N:10]([CH3:12])[CH2:9][C:8](=[O:13])[NH:7][C:6]=2[CH:14]=1.[CH3:15][NH:16][C:17]([C:19]1[S:20][CH:21]=[C:22]([CH3:33])[C:23]=1[NH:24][C:25]1[C:30]([Cl:31])=[CH:29][N:28]=[C:27](Cl)[N:26]=1)=[O:18].C12(CS(O)(=O)=O)C(C)(C)C(CC1)CC2=O. Product: [CH3:15][NH:16][C:17]([C:19]1[S:20][CH:21]=[C:22]([CH3:33])[C:23]=1[NH:24][C:25]1[C:30]([Cl:31])=[CH:29][N:28]=[C:27]([NH:1][C:2]2[CH:3]=[CH:4][C:5]3[CH2:11][N:10]([CH3:12])[CH2:9][C:8](=[O:13])[NH:7][C:6]=3[CH:14]=2)[N:26]=1)=[O:18]. The catalyst class is: 41. (4) Product: [F:27][C:28]1[CH:33]=[CH:32][C:31]([C:2]2[CH:3]=[N:4][CH:5]=[C:6]3[C:11]=2[N:10]=[C:9]([C:12]([NH:14][CH:15]([C:17]2[CH:22]=[CH:21][C:20]([S:23]([CH3:26])(=[O:25])=[O:24])=[CH:19][CH:18]=2)[CH3:16])=[O:13])[CH:8]=[CH:7]3)=[CH:30][CH:29]=1. Reactant: Br[C:2]1[CH:3]=[N:4][CH:5]=[C:6]2[C:11]=1[N:10]=[C:9]([C:12]([NH:14][CH:15]([C:17]1[CH:22]=[CH:21][C:20]([S:23]([CH3:26])(=[O:25])=[O:24])=[CH:19][CH:18]=1)[CH3:16])=[O:13])[CH:8]=[CH:7]2.[F:27][C:28]1[CH:33]=[CH:32][C:31](B(O)O)=[CH:30][CH:29]=1.C(=O)([O-])[O-].[Cs+].[Cs+]. The catalyst class is: 688. (5) Product: [Br:3][C:4]1[CH:13]=[C:12]2[C:7]([C:8]([CH3:25])([CH3:24])[C:9](=[O:23])[C:10]([C:15](=[O:22])[CH2:16][CH2:17][C:18]([OH:20])=[O:19])=[C:11]2[OH:14])=[CH:6][CH:5]=1. Reactant: [OH-].[Na+].[Br:3][C:4]1[CH:13]=[C:12]2[C:7]([C:8]([CH3:25])([CH3:24])[C:9](=[O:23])[C:10]([C:15](=[O:22])[CH2:16][CH2:17][C:18]([O:20]C)=[O:19])=[C:11]2[OH:14])=[CH:6][CH:5]=1. The catalyst class is: 76. (6) Reactant: [CH2:1]([O:3][C:4](=[O:15])[CH2:5][CH:6]([NH2:14])[C:7]1[CH:12]=[CH:11][C:10]([Cl:13])=[CH:9][CH:8]=1)[CH3:2].[CH3:16][CH:17]([CH3:25])[C:18](=O)[CH2:19][C:20]([O:22][CH3:23])=[O:21].C(O)(=O)C.O. Product: [Cl:13][C:10]1[CH:9]=[CH:8][C:7]([CH:6]([NH:14][C:18]([CH:17]([CH3:25])[CH3:16])=[CH:19][C:20]([O:22][CH3:23])=[O:21])[CH2:5][C:4]([O:3][CH2:1][CH3:2])=[O:15])=[CH:12][CH:11]=1. The catalyst class is: 48. (7) Reactant: [NH:1]1[CH2:6][CH2:5][S:4][CH2:3][CH2:2]1.[C:7]([BH3-])#N.[Na+].C([NH:19][C:20]1[CH:25]=[CH:24][CH:23]=[CH:22][C:21]=1[CH:26]([C:30]#[N:31])[C:27]([NH2:29])=[O:28])(=O)C1C=CC=CC=1.C(=O)([O-])O.[Na+].C[N:38](C)[CH:39]=[O:40]. Product: [NH2:38][C:39]([NH:31][C:30]1[NH:19][C:20]2[C:21]([C:26]=1[C:27]([NH2:29])=[O:28])=[CH:22][CH:23]=[C:24]([CH2:7][N:1]1[CH2:6][CH2:5][S:4][CH2:3][CH2:2]1)[CH:25]=2)=[O:40]. The catalyst class is: 211. (8) The catalyst class is: 13. Product: [Cl:20][C:19]([Cl:22])([Cl:21])[CH2:18][O:17][C:15](=[O:16])[NH:11][C:7]1[N:8]([CH3:10])[N:9]=[C:5]([C:1]([CH3:4])([CH3:2])[CH3:3])[CH:6]=1. Reactant: [C:1]([C:5]1[CH:6]=[C:7]([NH2:11])[N:8]([CH3:10])[N:9]=1)([CH3:4])([CH3:3])[CH3:2].[OH-].[Na+].Cl[C:15]([O:17][CH2:18][C:19]([Cl:22])([Cl:21])[Cl:20])=[O:16].